Predict the product of the given reaction. From a dataset of Forward reaction prediction with 1.9M reactions from USPTO patents (1976-2016). (1) Given the reactants [C:1]([S:5]([C:8]1[CH:9]=[C:10]2[C:15](=[CH:16][C:17]=1[O:18][CH2:19][CH2:20][O:21][CH3:22])[N:14]=[CH:13][CH:12]=[C:11]2[Cl:23])(=[O:7])=[O:6])([CH3:4])([CH3:3])[CH3:2].[CH3:24][C:25]1[C:26]([NH2:31])=[N:27][NH:28][C:29]=1[CH3:30], predict the reaction product. The product is: [ClH:23].[C:1]([S:5]([C:8]1[CH:9]=[C:10]2[C:15](=[CH:16][C:17]=1[O:18][CH2:19][CH2:20][O:21][CH3:22])[N:14]=[CH:13][CH:12]=[C:11]2[NH:31][C:26]1[NH:27][N:28]=[C:29]([CH3:30])[C:25]=1[CH3:24])(=[O:7])=[O:6])([CH3:4])([CH3:3])[CH3:2]. (2) Given the reactants C([O:3][C:4]([C@@H:6]1[CH2:14][C:13]2[C:8](=[CH:9][CH:10]=[CH:11][CH:12]=2)[N:7]1[C:15](=[O:36])[CH2:16][NH:17][C:18](=[O:35])[C@@H:19]([NH:24][C:25]1[N:30]=[C:29]([O:31][CH3:32])[N:28]=[C:27]([O:33][CH3:34])[N:26]=1)[C@@H:20]([CH3:23])[CH2:21][CH3:22])=O)C.[N:37]1[NH:38][N:39]=[N:40][C:41]=1[CH2:42][NH2:43], predict the reaction product. The product is: [CH3:32][O:31][C:29]1[N:30]=[C:25]([NH:24][C@@H:19]([C@@H:20]([CH3:23])[CH2:21][CH3:22])[C:18]([NH:17][CH2:16][C:15]([N:7]2[C:12]3[C:13](=[CH:8][CH:9]=[CH:10][CH:11]=3)[CH2:14][C@H:6]2[C:4]([NH:43][CH2:42][C:41]2[N:37]=[N:38][NH:39][N:40]=2)=[O:3])=[O:36])=[O:35])[N:26]=[C:27]([O:33][CH3:34])[N:28]=1. (3) Given the reactants [BrH:1].[CH3:2][N:3]1[CH2:8][CH2:7][C:6](=O)[CH2:5][CH2:4]1.BrBr.[CH3:12][O:13][C:14]1[CH:19]=[C:18]([O:20][CH3:21])[CH:17]=[C:16]([O:22][CH3:23])[CH:15]=1, predict the reaction product. The product is: [BrH:1].[Br:1][CH:5]1[C:6]([C:15]2[C:16]([O:22][CH3:23])=[CH:17][C:18]([O:20][CH3:21])=[CH:19][C:14]=2[O:13][CH3:12])=[CH:7][CH2:8][N:3]([CH3:2])[CH2:4]1.